This data is from Catalyst prediction with 721,799 reactions and 888 catalyst types from USPTO. The task is: Predict which catalyst facilitates the given reaction. (1) Reactant: [C:1]([NH:4][C:5]1[C:10]([C:11]2[C:16]([CH3:17])=[CH:15][C:14]([OH:18])=[CH:13][C:12]=2[CH3:19])=[CH:9][C:8]([C:20]([O:22][CH2:23][CH3:24])=[O:21])=[CH:7][CH:6]=1)(=[O:3])[CH3:2].[O:25]1[C:27]2([CH2:32][CH2:31][S:30][CH2:29][CH2:28]2)[CH2:26]1.C(=O)([O-])[O-].[K+].[K+].CCCCCC.C(OCC)(=O)C. Product: [C:1]([NH:4][C:5]1[C:10]([C:11]2[C:12]([CH3:19])=[CH:13][C:14]([O:18][CH2:26][C:27]3([OH:25])[CH2:32][CH2:31][S:30][CH2:29][CH2:28]3)=[CH:15][C:16]=2[CH3:17])=[CH:9][C:8]([C:20]([O:22][CH2:23][CH3:24])=[O:21])=[CH:7][CH:6]=1)(=[O:3])[CH3:2]. The catalyst class is: 391. (2) Reactant: [Br:1][C:2]1[CH:11]=[C:10]2[C:5]([CH:6]=[CH:7][N:8]=[C:9]2[OH:12])=[CH:4][N:3]=1.[C:13]([C:15]1[CH:16]=[C:17]([CH:20]=[CH:21][CH:22]=1)[CH2:18]Br)#[N:14].C(=O)([O-])[O-].[Cs+].[Cs+]. Product: [Br:1][C:2]1[CH:11]=[C:10]2[C:5]([CH:6]=[CH:7][N:8]([CH2:18][C:17]3[CH:16]=[C:15]([CH:22]=[CH:21][CH:20]=3)[C:13]#[N:14])[C:9]2=[O:12])=[CH:4][N:3]=1. The catalyst class is: 9. (3) Reactant: [C:1]([O:5][C:6]([N:8]1[C:12]2[CH:13]=[C:14]([CH:17]([OH:22])[C:18]([F:21])([F:20])[F:19])[CH:15]=[CH:16][C:11]=2[N:10]=[C:9]1[C:23]1[C:28]([CH3:29])=[CH:27][CH:26]=[CH:25][C:24]=1[CH3:30])=[O:7])([CH3:4])([CH3:3])[CH3:2].CC(OI1(OC(C)=O)(OC(C)=O)OC(=O)C2C=CC=CC1=2)=O. Product: [C:1]([O:5][C:6]([N:8]1[C:12]2[CH:13]=[C:14]([C:17](=[O:22])[C:18]([F:19])([F:20])[F:21])[CH:15]=[CH:16][C:11]=2[N:10]=[C:9]1[C:23]1[C:28]([CH3:29])=[CH:27][CH:26]=[CH:25][C:24]=1[CH3:30])=[O:7])([CH3:4])([CH3:3])[CH3:2]. The catalyst class is: 2. (4) Reactant: [CH3:1][S:2](Cl)(=[O:4])=[O:3].[CH3:6][N:7]1[C:16]2[NH:15][C:14]3[CH:17]=[C:18]([CH3:21])[CH:19]=[CH:20][C:13]=3[N:12]([C:22]([C:24]3[CH:29]=[CH:28][C:27]([CH2:30][CH2:31][C:32]([N:34]4[CH2:39][CH2:38][NH:37][CH2:36][CH2:35]4)=[O:33])=[C:26]([CH3:40])[CH:25]=3)=[O:23])[CH2:11][C:10]=2[CH:9]=[N:8]1. Product: [CH3:6][N:7]1[C:16]2[NH:15][C:14]3[CH:17]=[C:18]([CH3:21])[CH:19]=[CH:20][C:13]=3[N:12]([C:22]([C:24]3[CH:29]=[CH:28][C:27]([CH2:30][CH2:31][C:32]([N:34]4[CH2:39][CH2:38][N:37]([S:2]([CH3:1])(=[O:4])=[O:3])[CH2:36][CH2:35]4)=[O:33])=[C:26]([CH3:40])[CH:25]=3)=[O:23])[CH2:11][C:10]=2[CH:9]=[N:8]1. The catalyst class is: 236.